Dataset: Forward reaction prediction with 1.9M reactions from USPTO patents (1976-2016). Task: Predict the product of the given reaction. Given the reactants [Cl:1][C:2]1[CH:3]=[C:4]([CH2:14][OH:15])[CH:5]=[N:6][C:7]=1[N:8]1[CH2:13][CH2:12][NH:11][CH2:10][CH2:9]1.Cl[C:17]1[NH:21][C:20]2[CH:22]=[C:23]([C:35]([F:38])([F:37])[F:36])[CH:24]=[C:25]([C:26]3[CH:31]=[C:30]([F:32])[C:29]([F:33])=[C:28]([F:34])[CH:27]=3)[C:19]=2[N:18]=1, predict the reaction product. The product is: [Cl:1][C:2]1[CH:3]=[C:4]([CH2:14][OH:15])[CH:5]=[N:6][C:7]=1[N:8]1[CH2:13][CH2:12][N:11]([C:17]2[NH:18][C:19]3[C:25]([C:26]4[CH:27]=[C:28]([F:34])[C:29]([F:33])=[C:30]([F:32])[CH:31]=4)=[CH:24][C:23]([C:35]([F:38])([F:36])[F:37])=[CH:22][C:20]=3[N:21]=2)[CH2:10][CH2:9]1.